Dataset: Peptide-MHC class I binding affinity with 185,985 pairs from IEDB/IMGT. Task: Regression. Given a peptide amino acid sequence and an MHC pseudo amino acid sequence, predict their binding affinity value. This is MHC class I binding data. (1) The peptide sequence is DVNEEYTEAA. The MHC is HLA-A02:02 with pseudo-sequence HLA-A02:02. The binding affinity (normalized) is 0.00720. (2) The peptide sequence is SSAGPCALRF. The MHC is Mamu-A01 with pseudo-sequence Mamu-A01. The binding affinity (normalized) is 0.277. (3) The peptide sequence is FSPMFEVL. The MHC is H-2-Kb with pseudo-sequence H-2-Kb. The binding affinity (normalized) is 0.449. (4) The peptide sequence is GRQEKNPAL. The MHC is HLA-B35:01 with pseudo-sequence HLA-B35:01. The binding affinity (normalized) is 0.0847. (5) The peptide sequence is TQVYIAVNDK. The MHC is HLA-A68:01 with pseudo-sequence HLA-A68:01. The binding affinity (normalized) is 0.335.